From a dataset of Forward reaction prediction with 1.9M reactions from USPTO patents (1976-2016). Predict the product of the given reaction. (1) Given the reactants [NH2:1][C:2]1[C:9]([Cl:10])=[CH:8][C:5]([C:6]#[N:7])=[C:4]([CH3:11])[N:3]=1.Cl, predict the reaction product. The product is: [ClH:10].[NH2:7][CH2:6][C:5]1[CH:8]=[C:9]([Cl:10])[C:2]([NH2:1])=[N:3][C:4]=1[CH3:11]. (2) Given the reactants [C:1](OC)([CH3:4])([CH3:3])[CH3:2].[CH3:7][O:8][C:9]1[CH:10]=[C:11]([OH:15])[CH:12]=[CH:13][CH:14]=1, predict the reaction product. The product is: [C:1]([C:14]1[CH:13]=[CH:12][C:11]([OH:15])=[CH:10][C:9]=1[O:8][CH3:7])([CH3:4])([CH3:3])[CH3:2]. (3) Given the reactants C(O[K])(C)(C)C.[OH:7][C:8]1[CH:15]=[CH:14][CH:13]=[CH:12][C:9]=1[CH:10]=[O:11].Cl[CH2:17][O:18][CH3:19], predict the reaction product. The product is: [CH3:17][O:18][CH2:19][O:7][C:8]1[CH:15]=[CH:14][CH:13]=[CH:12][C:9]=1[CH:10]=[O:11].